This data is from Full USPTO retrosynthesis dataset with 1.9M reactions from patents (1976-2016). The task is: Predict the reactants needed to synthesize the given product. (1) Given the product [Cl:1][C:2]1[C:3]([CH3:25])=[CH:4][C:5]([CH:21]([OH:24])[CH2:22][CH3:23])=[C:6]([CH:8]2[CH2:9][CH2:10][N:11]([C:14]([O:16][C:17]([CH3:20])([CH3:19])[CH3:18])=[O:15])[CH2:12][CH2:13]2)[CH:7]=1, predict the reactants needed to synthesize it. The reactants are: [Cl:1][C:2]1[C:3]([CH3:25])=[CH:4][C:5]([C:21](=[O:24])[CH2:22][CH3:23])=[C:6]([C:8]2[CH2:9][CH2:10][N:11]([C:14]([O:16][C:17]([CH3:20])([CH3:19])[CH3:18])=[O:15])[CH2:12][CH:13]=2)[CH:7]=1. (2) Given the product [Cl:31][C:32]1[CH:37]=[C:36]([Cl:38])[CH:35]=[CH:34][C:33]=1[C:39]1[C:40]([C:58]([O:60][CH3:61])=[O:59])=[N:41][C:42]([NH:47][C@@H:48]2[C:56]3[C:51](=[CH:52][CH:53]=[CH:54][CH:55]=3)[CH2:50][C@@H:49]2[O:57][CH2:2][CH3:3])=[C:43]([O:45][CH3:46])[N:44]=1, predict the reactants needed to synthesize it. The reactants are: Cl[C:2]1C=C(Cl)C=C[C:3]=1C1N=C(CC)C(N[C@H]2C3C(=CC=CC=3)C[C@@H]2OC)=NC=1CC.[Cl:31][C:32]1[CH:37]=[C:36]([Cl:38])[CH:35]=[CH:34][C:33]=1[C:39]1[C:40]([C:58]([O:60][CH3:61])=[O:59])=[N:41][C:42]([NH:47][C@@H:48]2[C:56]3[C:51](=[CH:52][CH:53]=[CH:54][CH:55]=3)[CH2:50][C@@H:49]2[OH:57])=[C:43]([O:45][CH3:46])[N:44]=1. (3) Given the product [ClH:29].[CH:1]1([N:6]2[CH2:7][CH2:8][CH:9]([CH2:12][CH2:13][CH2:14][C:15]3[N:16]=[C:27]([C:26]4[CH:25]=[CH:24][C:23]([S:20]([CH3:19])(=[O:22])=[O:21])=[CH:31][CH:30]=4)[O:18][N:17]=3)[CH2:10][CH2:11]2)[CH2:2][CH2:3][CH2:4][CH2:5]1, predict the reactants needed to synthesize it. The reactants are: [CH:1]1([N:6]2[CH2:11][CH2:10][CH:9]([CH2:12][CH2:13][CH2:14][C:15]([NH:17][OH:18])=[NH:16])[CH2:8][CH2:7]2)[CH2:5][CH2:4][CH2:3][CH2:2]1.[CH3:19][S:20]([C:23]1[CH:31]=[CH:30][C:26]([C:27]([Cl:29])=O)=[CH:25][CH:24]=1)(=[O:22])=[O:21]. (4) Given the product [F:1][C:2]1[CH:3]=[N:4][C:5]2[C:10]([C:11]=1[CH2:12][CH2:13][N:14]1[CH2:18][CH2:17][C@H:16]([CH2:19][NH:20][S:41]([C:38]3[CH:39]=[CH:40][C:34]4[S:33][CH2:32][C:31](=[O:30])[NH:36][C:35]=4[CH:37]=3)(=[O:43])=[O:42])[CH2:15]1)=[N:9][C:8]([O:21][CH3:22])=[CH:7][CH:6]=2, predict the reactants needed to synthesize it. The reactants are: [F:1][C:2]1[CH:3]=[N:4][C:5]2[C:10]([C:11]=1[CH2:12][CH2:13][N:14]1[CH2:18][CH2:17][C@H:16]([CH2:19][NH2:20])[CH2:15]1)=[N:9][C:8]([O:21][CH3:22])=[CH:7][CH:6]=2.C(N(CC)CC)C.[O:30]=[C:31]1[NH:36][C:35]2[CH:37]=[C:38]([S:41](Cl)(=[O:43])=[O:42])[CH:39]=[CH:40][C:34]=2[S:33][CH2:32]1. (5) Given the product [Br:1][C:2]1[CH:3]=[N:4][N:5]([CH:7]2[CH2:10][CH2:9][O:13][CH2:8]2)[CH:6]=1, predict the reactants needed to synthesize it. The reactants are: [Br:1][C:2]1[CH:3]=[N:4][N:5]([CH:7]2[CH2:10][CH2:9][CH2:8]2)[CH:6]=1.CS(OC1CCOC1)(=O)=[O:13]. (6) Given the product [C:32]([C:30]1[CH:29]=[C:28]([NH:36][S:37]([CH3:40])(=[O:38])=[O:39])[C:27]([O:41][CH3:42])=[C:26]([NH:25][C:23](=[O:24])[NH:22][C:15]2[C:16]3[C:21](=[CH:20][CH:19]=[CH:18][CH:17]=3)[C:12]([O:11][C:9]3[CH:8]=[CH:7][N:6]=[C:5]([C:3]([OH:4])=[O:2])[CH:10]=3)=[CH:13][CH:14]=2)[CH:31]=1)([CH3:35])([CH3:33])[CH3:34], predict the reactants needed to synthesize it. The reactants are: C[O:2][C:3]([C:5]1[CH:10]=[C:9]([O:11][C:12]2[C:21]3[C:16](=[CH:17][CH:18]=[CH:19][CH:20]=3)[C:15]([NH:22][C:23]([NH:25][C:26]3[CH:31]=[C:30]([C:32]([CH3:35])([CH3:34])[CH3:33])[CH:29]=[C:28]([NH:36][S:37]([CH3:40])(=[O:39])=[O:38])[C:27]=3[O:41][CH3:42])=[O:24])=[CH:14][CH:13]=2)[CH:8]=[CH:7][N:6]=1)=[O:4].O.[Li+].[OH-].Cl. (7) Given the product [Cl:12][C:13]1[CH:14]=[C:15]([CH:20]=[CH:21][CH:22]=1)[C:16]([OH:18])=[O:17], predict the reactants needed to synthesize it. The reactants are: C1C2C=CCCCC=2C=CC=1.[Cl:12][C:13]1[CH:14]=[C:15]([CH:20]=[CH:21][CH:22]=1)[C:16]([O:18]O)=[O:17].